Dataset: Reaction yield outcomes from USPTO patents with 853,638 reactions. Task: Predict the reaction yield, written as a fraction of the theoretical maximum amount of product (1.0 means a 100% yield; for example, 0.34 means a 34% yield). (1) The reactants are [C:1]([NH:4][C:5]1[CH:6]=[CH:7][CH:8]=[C:9]2[C:13]=1[C:12](=[O:14])[N:11]([CH:15]([C:20]1[CH:25]=[CH:24][C:23]([O:26][CH:27]([F:29])[F:28])=[C:22]([O:30][CH2:31][CH3:32])[CH:21]=1)[CH2:16][C:17](O)=[O:18])[CH2:10]2)(=[O:3])[CH3:2].C1N=CN(C(N2C=NC=C2)=O)C=1.Cl.[NH2:46][OH:47]. The catalyst is C1COCC1. The product is [C:1]([NH:4][C:5]1[CH:6]=[CH:7][CH:8]=[C:9]2[C:13]=1[C:12](=[O:14])[N:11]([CH:15]([C:20]1[CH:25]=[CH:24][C:23]([O:26][CH:27]([F:29])[F:28])=[C:22]([O:30][CH2:31][CH3:32])[CH:21]=1)[CH2:16][C:17]([NH:46][OH:47])=[O:18])[CH2:10]2)(=[O:3])[CH3:2]. The yield is 0.400. (2) The reactants are [C:1]([C:3]1[CH:4]=[C:5]([C:9]2[CH:10]=[CH:11][C:12]3[O:16][C:15]([C:17]4[CH:22]=[CH:21][C:20]([F:23])=[CH:19][CH:18]=4)=[C:14]([C:24]([NH:26][CH3:27])=[O:25])[C:13]=3[CH:28]=2)[CH:6]=[CH:7][CH:8]=1)#[N:2].N[C:30]([CH3:34])([CH3:33])[CH2:31][OH:32]. The catalyst is C1(Cl)C=CC=CC=1.[Cl-].[Zn+2].[Cl-]. The product is [CH3:33][C:30]1([CH3:34])[CH2:31][O:32][C:1]([C:3]2[CH:4]=[C:5]([C:9]3[CH:10]=[CH:11][C:12]4[O:16][C:15]([C:17]5[CH:22]=[CH:21][C:20]([F:23])=[CH:19][CH:18]=5)=[C:14]([C:24]([NH:26][CH3:27])=[O:25])[C:13]=4[CH:28]=3)[CH:6]=[CH:7][CH:8]=2)=[N:2]1. The yield is 0.140. (3) The catalyst is CN(C1C=CN=CC=1)C.C(Cl)Cl.CN(C=O)C. The yield is 0.700. The product is [CH3:12][N:13]1[C:21]2[C:16](=[CH:17][CH:18]=[CH:19][CH:20]=2)[CH:15]=[C:14]1[C:22]([NH:30][CH2:29][C:28]([O:27][CH3:26])=[O:31])=[O:24]. The reactants are CCN=C=NCCCN(C)C.[CH3:12][N:13]1[C:21]2[C:16](=[CH:17][CH:18]=[CH:19][CH:20]=2)[CH:15]=[C:14]1[C:22]([OH:24])=O.Cl.[CH3:26][O:27][C:28](=[O:31])[CH2:29][NH2:30].CCOCC. (4) The reactants are [NH:1]1[C:9]2[C:4](=[CH:5][CH:6]=[CH:7][CH:8]=2)[C@@:3]2([C:21]3[C:12](=[CH:13][C:14]4[O:19][CH2:18][CH2:17][O:16][C:15]=4[CH:20]=3)[O:11][CH2:10]2)[C:2]1=[O:22].C(=O)([O-])[O-].[Cs+].[Cs+].Cl.Cl[CH2:31][C:32]1[CH:33]=[N:34][CH:35]=[C:36]([F:38])[CH:37]=1.[I-].[K+]. The catalyst is CC(=O)CC.[I-].C([N+](CCCC)(CCCC)CCCC)CCC. The product is [F:38][C:36]1[CH:37]=[C:32]([CH2:31][N:1]2[C:9]3[C:4](=[CH:5][CH:6]=[CH:7][CH:8]=3)[C@@:3]3([C:21]4[C:12](=[CH:13][C:14]5[O:19][CH2:18][CH2:17][O:16][C:15]=5[CH:20]=4)[O:11][CH2:10]3)[C:2]2=[O:22])[CH:33]=[N:34][CH:35]=1. The yield is 0.190. (5) The reactants are Br[C:2]1[CH:10]=[C:9]2[C:5]([CH2:6][C:7]3([CH2:17][CH2:16][CH2:15][C:14]4[CH:18]=[CH:19][CH:20]=[CH:21][C:13]=4[CH2:12]3)[C:8]2=[O:11])=[CH:4][CH:3]=1.[C:22]([C:24]1[CH:25]=[C:26](B(O)O)[CH:27]=[CH:28][CH:29]=1)#[N:23]. The catalyst is C([O-])([O-])=O.[Cs+].[Cs+].O1CCOCC1.Cl[Pd](Cl)([P](C1C=CC=CC=1)(C1C=CC=CC=1)C1C=CC=CC=1)[P](C1C=CC=CC=1)(C1C=CC=CC=1)C1C=CC=CC=1. The product is [O:11]=[C:8]1[C:9]2[C:5](=[CH:4][CH:3]=[C:2]([C:28]3[CH:29]=[C:24]([CH:25]=[CH:26][CH:27]=3)[C:22]#[N:23])[CH:10]=2)[CH2:6][C:7]21[CH2:12][CH2:18][CH2:19][C:20]1[CH:21]=[CH:13][CH:14]=[CH:15][C:16]=1[CH2:17]2. The yield is 0.560. (6) The reactants are Cl[C:2]1[S:3][C:4]([C:19]([O:21][CH3:22])=[O:20])=[C:5]([C:7]2[N:12]=[C:11]([N:13]3[CH2:18][CH2:17][CH2:16][CH2:15][CH2:14]3)[CH:10]=[CH:9][N:8]=2)[N:6]=1.C(N(CC)C(C)C)(C)C.[Cl:32][C:33]1[C:37]([Cl:38])=[C:36]([CH3:39])[NH:35][C:34]=1[C:40]([NH:42][C@@H:43]1[CH2:48][CH2:47][NH:46][CH2:45][C@@H:44]1[O:49][CH3:50])=[O:41]. The catalyst is CN1CCCC1=O.O. The product is [Cl:32][C:33]1[C:37]([Cl:38])=[C:36]([CH3:39])[NH:35][C:34]=1[C:40]([NH:42][C@@H:43]1[CH2:48][CH2:47][N:46]([C:2]2[S:3][C:4]([C:19]([O:21][CH3:22])=[O:20])=[C:5]([C:7]3[N:12]=[C:11]([N:13]4[CH2:18][CH2:17][CH2:16][CH2:15][CH2:14]4)[CH:10]=[CH:9][N:8]=3)[N:6]=2)[CH2:45][C@@H:44]1[O:49][CH3:50])=[O:41]. The yield is 0.660. (7) The reactants are [F:1][C:2]1[CH:7]=[C:6]([F:8])[CH:5]=[CH:4][C:3]=1[S:9]([NH:12][C:13]1[C:14]([O:28][CH3:29])=[N:15][CH:16]=[C:17](B2OC(C)(C)C(C)(C)O2)[CH:18]=1)(=[O:11])=[O:10].Br[C:31]1[CH:32]=[CH:33][C:34]2[N:35]([CH:37]=[CH:38][N:39]=2)N=1.[CH2:40](Cl)Cl.C([O-])([O-])=O.[Na+].[Na+].N#N. The catalyst is COCCOC.O.C1C=CC(P(C2C=CC=CC=2)[C-]2C=CC=C2)=CC=1.C1C=CC(P(C2C=CC=CC=2)[C-]2C=CC=C2)=CC=1.Cl[Pd]Cl.[Fe+2]. The product is [F:1][C:2]1[CH:7]=[C:6]([F:8])[CH:5]=[CH:4][C:3]=1[S:9]([NH:12][C:13]1[C:14]([O:28][CH3:29])=[N:15][CH:16]=[C:17]([C:31]2[CH:32]=[CH:33][C:34]3[N:35]([CH:37]=[CH:38][N:39]=3)[CH:40]=2)[CH:18]=1)(=[O:10])=[O:11]. The yield is 0.704.